Dataset: Full USPTO retrosynthesis dataset with 1.9M reactions from patents (1976-2016). Task: Predict the reactants needed to synthesize the given product. Given the product [CH3:9][O:10][C:11]1[CH:16]=[CH:15][C:14]([C:17]([CH3:18])=[CH2:4])=[CH:13][CH:12]=1, predict the reactants needed to synthesize it. The reactants are: C[Mg]Br.[CH2:4](OCC)C.[CH3:9][O:10][C:11]1[CH:16]=[CH:15][C:14]([C:17](=O)[CH3:18])=[CH:13][CH:12]=1.Cl.